This data is from Full USPTO retrosynthesis dataset with 1.9M reactions from patents (1976-2016). The task is: Predict the reactants needed to synthesize the given product. (1) Given the product [NH2:1][C:2]1[CH:10]=[CH:9][C:5]([C:6]([O:8][CH2:16][CH3:17])=[O:7])=[CH:4][C:3]=1[N+:11]([O-:13])=[O:12], predict the reactants needed to synthesize it. The reactants are: [NH2:1][C:2]1[CH:10]=[CH:9][C:5]([C:6]([OH:8])=[O:7])=[CH:4][C:3]=1[N+:11]([O-:13])=[O:12].CO.[CH3:16][CH2:17]O. (2) Given the product [CH3:25][O:24][C:21]1[CH:20]=[CH:19][C:18]([CH2:17][S:14]([C:5]([CH3:13])([CH2:6][C:7]2[CH:12]=[CH:11][CH:10]=[CH:9][CH:8]=2)[C:4]([OH:26])=[O:3])(=[O:15])=[O:16])=[CH:23][CH:22]=1, predict the reactants needed to synthesize it. The reactants are: C([O:3][C:4](=[O:26])[C:5]([S:14]([CH2:17][C:18]1[CH:23]=[CH:22][C:21]([O:24][CH3:25])=[CH:20][CH:19]=1)(=[O:16])=[O:15])([CH3:13])[CH2:6][C:7]1[CH:12]=[CH:11][CH:10]=[CH:9][CH:8]=1)C.